Dataset: Microsomal clearance measurements from AstraZeneca. Task: Regression/Classification. Given a drug SMILES string, predict its absorption, distribution, metabolism, or excretion properties. Task type varies by dataset: regression for continuous measurements (e.g., permeability, clearance, half-life) or binary classification for categorical outcomes (e.g., BBB penetration, CYP inhibition). For this dataset (clearance_microsome_az), we predict log10(clearance) (log10 of the in vitro intrinsic clearance, CLint, in uL/min per mg of human liver microsomal protein, equivalently mL/min/g; values are censored to the assay range of 3 to 150, which is 0.477 to 2.18 on this log10 scale). (1) The drug is O=c1[nH]c2c(O)ccc([C@@H](O)CNCCCSCCNCCc3cccc(Cl)c3Cl)c2s1. The log10(clearance) is 1.54. (2) The drug is CCCSc1nc(N[C@@H]2C[C@H]2c2ccccc2)c2nnn([C@@H]3C[C@H](O)[C@@H](O)[C@H]3O)c2n1. The log10(clearance) is 0.480. (3) The compound is COc1ccc(CNC(=O)Nc2ncc([N+](=O)[O-])s2)cc1. The log10(clearance) is 1.75. (4) The compound is CN(CC(=O)N(Cc1ccc(C2CCCCC2)cc1)c1ccc(C(=O)O)c(O)c1)S(=O)(=O)c1c(F)c(F)c(F)c(F)c1F. The log10(clearance) is 2.11. (5) The log10(clearance) is 1.94. The drug is C=CC(=O)Nc1cccc(CN2C(=O)N(c3c(Cl)c(OC)cc(OC)c3Cl)Cc3cnc(NCCCCN(CC)CC)nc32)c1. (6) The compound is COc1ccc(Cl)cc1C(=O)NCCc1ccc(S(=O)(=O)NC(=O)NC2CCCCC2)cc1. The log10(clearance) is 1.34. (7) The molecule is C[C@@](C(=O)O[C@H]1C[N+]2(CCCc3cncnc3)CCC1CC2)(c1ccccc1)N1CCCCC1. The log10(clearance) is 1.90. (8) The molecule is C[C@@](C(=O)O[C@H]1C[N+]2(CCc3ccccc3)CCC1CC2)(c1ccccc1)N1CCCCC1. The log10(clearance) is 1.93. (9) The molecule is O=C(CCc1ccccc1O)Nc1ccccc1. The log10(clearance) is 1.48. (10) The molecule is CCC[C@@H](CNC(=O)c1nc(Cl)c(N)nc1N)[N+](C)(C)CCCc1ccc(OC)cc1. The log10(clearance) is 1.94.